Dataset: Reaction yield outcomes from USPTO patents with 853,638 reactions. Task: Predict the reaction yield, written as a fraction of the theoretical maximum amount of product (1.0 means a 100% yield; for example, 0.34 means a 34% yield). (1) The reactants are [Cl:1][C:2]1[CH:11]=[CH:10][CH:9]=[C:8]2[C:3]=1[CH2:4][CH2:5][CH2:6][O:7]2.[I:12]I. The product is [Cl:1][C:2]1[CH:11]=[CH:10][CH:9]=[C:8]2[C:3]=1[CH:4]([I:12])[CH2:5][CH2:6][O:7]2. The catalyst is CO.[N+]([O-])([O-])=O.[Ag+]. The yield is 0.500. (2) The reactants are [C:1]([O:5][C:6](=[O:12])[NH:7][CH2:8][CH2:9][C:10]#[CH:11])([CH3:4])([CH3:3])[CH3:2].I[C:14]1[CH:21]=[CH:20][C:17]([C:18]#[N:19])=[CH:16][CH:15]=1.C(N(CC)CC)C. The catalyst is Cl[Pd](Cl)([P](C1C=CC=CC=1)(C1C=CC=CC=1)C1C=CC=CC=1)[P](C1C=CC=CC=1)(C1C=CC=CC=1)C1C=CC=CC=1.[Cu]I.C1COCC1. The product is [C:1]([O:5][C:6](=[O:12])[NH:7][CH2:8][CH2:9][C:10]#[C:11][C:14]1[CH:21]=[CH:20][C:17]([C:18]#[N:19])=[CH:16][CH:15]=1)([CH3:4])([CH3:3])[CH3:2]. The yield is 0.990. (3) The reactants are [N+:1]([C:4]1[CH:8]=[CH:7][NH:6][N:5]=1)([O-:3])=[O:2].C(=O)([O-])[O-].[K+].[K+].[CH3:15][CH:16]1[CH2:18][O:17]1. The catalyst is CN(C)C=O.O. The product is [N+:1]([C:4]1[CH:8]=[CH:7][N:6]([CH2:15][CH:16]([OH:17])[CH3:18])[N:5]=1)([O-:3])=[O:2]. The yield is 0.550. (4) The reactants are [C:1]([C:3]1[CH:19]=[CH:18][C:6]([O:7][C:8]2[CH:9]=[CH:10][C:11]3[B:15]([OH:16])[O:14][CH2:13][C:12]=3[CH:17]=2)=[C:5]([OH:20])[CH:4]=1)#N.[OH-:21].[Na+].Cl.C[OH:25]. The catalyst is O1CCOCC1. The product is [C:1]([C:3]1[CH:19]=[CH:18][C:6]([O:7][C:8]2[CH:9]=[CH:10][C:11]3[B:15]([OH:16])[O:14][CH2:13][C:12]=3[CH:17]=2)=[C:5]([OH:20])[CH:4]=1)([OH:25])=[O:21]. The yield is 0.300. (5) The reactants are BrCC(C1C=CC(C[C@H](NC(=O)OC(C)(C)C)C[N:14]2[C:22](=O)[C:21]3[C:16](=[CH:17][CH:18]=[CH:19][CH:20]=3)C2=O)=CC=1)=O.NC1[C:39]([CH:40]([OH:42])[CH3:41])=CC=CN=1.[C:43](=[O:46])(O)[O-:44].[Na+].[CH:48](O)(C)C. No catalyst specified. The product is [C:22]([C:21]1[CH:20]=[C:19]([CH:18]=[CH:17][C:16]=1[O:42][CH:40]([CH3:41])[CH3:39])[C:43]([O:44][CH3:48])=[O:46])#[N:14]. The yield is 0.870. (6) The product is [CH2:1]([O:3][C:4]1[CH:9]=[C:8]([C:30]2[CH:35]=[CH:34][C:33]([CH2:36][C:37]([NH2:39])=[O:38])=[C:32]([F:40])[CH:31]=2)[CH:7]=[N:6][C:5]=1[O:19][CH2:20][C:21]1[CH:22]=[CH:23][C:24]([O:27][CH3:28])=[CH:25][CH:26]=1)[CH3:2]. The catalyst is O1CCOCC1.O.C1C=CC(P(C2C=CC=CC=2)[C-]2C=CC=C2)=CC=1.C1C=CC(P(C2C=CC=CC=2)[C-]2C=CC=C2)=CC=1.Cl[Pd]Cl.[Fe+2]. The yield is 0.636. The reactants are [CH2:1]([O:3][C:4]1[C:5]([O:19][CH2:20][C:21]2[CH:26]=[CH:25][C:24]([O:27][CH3:28])=[CH:23][CH:22]=2)=[N:6][CH:7]=[C:8](B2OC(C)(C)C(C)(C)O2)[CH:9]=1)[CH3:2].Br[C:30]1[CH:35]=[CH:34][C:33]([CH2:36][C:37]([NH2:39])=[O:38])=[C:32]([F:40])[CH:31]=1.C([O-])([O-])=O.[Cs+].[Cs+].